Task: Predict the reaction yield, written as a fraction of the theoretical maximum amount of product (1.0 means a 100% yield; for example, 0.34 means a 34% yield).. Dataset: Reaction yield outcomes from USPTO patents with 853,638 reactions The reactants are [I:1][C:2]1[CH:9]=[CH:8][CH:7]=[CH:6][C:3]=1[CH2:4][OH:5]. The catalyst is ClCCl.[O-2].[Mn+2]. The product is [I:1][C:2]1[CH:9]=[CH:8][CH:7]=[CH:6][C:3]=1[CH:4]=[O:5]. The yield is 0.910.